The task is: Predict the reactants needed to synthesize the given product.. This data is from Full USPTO retrosynthesis dataset with 1.9M reactions from patents (1976-2016). (1) Given the product [NH2:14][C:12]1[C:11]([NH2:17])=[CH:10][C:3]([C:4]([NH:6][CH:7]2[CH2:9][CH2:8]2)=[O:5])=[C:2]([Cl:1])[CH:13]=1, predict the reactants needed to synthesize it. The reactants are: [Cl:1][C:2]1[CH:13]=[C:12]([N+:14]([O-])=O)[C:11]([N+:17]([O-])=O)=[CH:10][C:3]=1[C:4]([NH:6][CH:7]1[CH2:9][CH2:8]1)=[O:5].[Cl-].[NH4+]. (2) Given the product [C:32]([CH2:33][C:4]1([CH2:5][C:6]([OH:28])=[O:8])[CH2:15][CH2:14][CH:13]([CH:16]2[CH2:21][CH2:20][CH:19]([CH2:22][CH2:23][CH3:24])[CH2:18][CH2:17]2)[CH2:12][CH2:11]1)([OH:35])=[O:34], predict the reactants needed to synthesize it. The reactants are: O=C1N[C:6](=[O:8])[CH:5](C#N)[C:4]2([CH2:15][CH2:14][CH:13]([CH:16]3[CH2:21][CH2:20][CH:19]([CH2:22][CH2:23][CH3:24])[CH2:18][CH2:17]3)[CH2:12][CH2:11]2)C1C#N.S(=O)(=O)(O)[OH:28].[C:32]([OH:35])(=[O:34])[CH3:33]. (3) Given the product [Cl:18][CH2:14][C:2]1[CH:3]=[CH:4][C:5]2[O:6][C:7]3[CH:13]=[CH:12][CH:11]=[CH:10][C:8]=3[C:9]=2[CH:1]=1, predict the reactants needed to synthesize it. The reactants are: [CH:1]1[C:9]2[C:8]3[CH:10]=[CH:11][CH:12]=[CH:13][C:7]=3[O:6][C:5]=2[CH:4]=[CH:3][C:2]=1[CH2:14]O.O=S(Cl)[Cl:18].